From a dataset of Forward reaction prediction with 1.9M reactions from USPTO patents (1976-2016). Predict the product of the given reaction. (1) Given the reactants [NH:1]([C:3]1[CH:11]=[CH:10][C:6]([C:7]([OH:9])=[O:8])=[CH:5][N:4]=1)[NH2:2].[CH3:12][C:13]([O:16][C:17](O[C:17]([O:16][C:13]([CH3:15])([CH3:14])[CH3:12])=[O:18])=[O:18])([CH3:15])[CH3:14].O.Cl, predict the reaction product. The product is: [C:13]([O:16][C:17]([NH:2][NH:1][C:3]1[CH:11]=[CH:10][C:6]([C:7]([OH:9])=[O:8])=[CH:5][N:4]=1)=[O:18])([CH3:15])([CH3:14])[CH3:12]. (2) Given the reactants [OH:1][C:2]1[CH:7]=[C:6]([O:8][CH2:9][CH2:10][O:11][CH3:12])[CH:5]=[CH:4][C:3]=1/[CH:13]=[CH:14]/[C:15]([O:17][CH2:18][CH3:19])=[O:16].[Cl:20][C:21]1[CH:22]=[C:23]([C:28]([F:31])([F:30])[F:29])[CH:24]=[CH:25][C:26]=1F.C(=O)([O-])[O-].[K+].[K+].O, predict the reaction product. The product is: [Cl:20][C:21]1[CH:22]=[C:23]([C:28]([F:29])([F:30])[F:31])[CH:24]=[CH:25][C:26]=1[O:1][C:2]1[CH:7]=[C:6]([O:8][CH2:9][CH2:10][O:11][CH3:12])[CH:5]=[CH:4][C:3]=1/[CH:13]=[CH:14]/[C:15]([O:17][CH2:18][CH3:19])=[O:16].